Dataset: Aqueous solubility values for 9,982 compounds from the AqSolDB database. Task: Regression/Classification. Given a drug SMILES string, predict its absorption, distribution, metabolism, or excretion properties. Task type varies by dataset: regression for continuous measurements (e.g., permeability, clearance, half-life) or binary classification for categorical outcomes (e.g., BBB penetration, CYP inhibition). For this dataset (solubility_aqsoldb), we predict Y. (1) The compound is Cc1cc(Cl)ccc1NS(=O)(=O)c1ccc(N)cc1. The Y is -4.35 log mol/L. (2) The compound is CCCCCC(O)/C=C/C1C(O)CC(=O)C1C/C=C/CCCC(=O)O. The Y is -2.47 log mol/L. (3) The drug is O=C(O)CN1CCCCS1(=O)=O. The Y is -0.590 log mol/L. (4) The drug is O=C(O)CF. The Y is 1.11 log mol/L. (5) The compound is Clc1ccc(-c2ccc(Cl)c(Cl)c2Cl)c(Cl)c1. The Y is -7.62 log mol/L.